This data is from Full USPTO retrosynthesis dataset with 1.9M reactions from patents (1976-2016). The task is: Predict the reactants needed to synthesize the given product. The reactants are: ClC(Cl)(Cl)[C:3]([C:5]1[N:14]2[C:8]([CH2:9][N:10]([C:19]([C:21]3[CH:26]=[CH:25][C:24]([C:27]4[CH:32]=[CH:31][CH:30]=[CH:29][C:28]=4[CH3:33])=[C:23]([CH3:34])[CH:22]=3)=[O:20])[C:11]3[CH:18]=[CH:17][CH:16]=[CH:15][C:12]=3[CH2:13]2)=[CH:7][CH:6]=1)=[O:4].CS(C)=O.[NH2:41][CH2:42][C:43]1[CH:44]=[N:45][CH:46]=[CH:47][CH:48]=1.C(OCC)C. Given the product [CH3:34][C:23]1[CH:22]=[C:21]([C:19]([N:10]2[C:11]3[CH:18]=[CH:17][CH:16]=[CH:15][C:12]=3[CH2:13][N:14]3[C:5]([C:3]([NH:41][CH2:42][C:43]4[CH:44]=[N:45][CH:46]=[CH:47][CH:48]=4)=[O:4])=[CH:6][CH:7]=[C:8]3[CH2:9]2)=[O:20])[CH:26]=[CH:25][C:24]=1[C:27]1[CH:32]=[CH:31][CH:30]=[CH:29][C:28]=1[CH3:33], predict the reactants needed to synthesize it.